Dataset: Catalyst prediction with 721,799 reactions and 888 catalyst types from USPTO. Task: Predict which catalyst facilitates the given reaction. (1) Reactant: Br[C:2]1[CH:10]=[C:9]([C:11]([F:14])([F:13])[F:12])[CH:8]=[C:7]2[C:3]=1[CH:4]=[N:5][NH:6]2.CC1(C)C(C)(C)OB([C:23]2[CH:31]=[CH:30][CH:29]=[C:28]3[C:24]=2[CH2:25][C:26](=[O:32])[NH:27]3)O1.[C:34]([O-:37])(O)=[O:35].[Na+]. Product: [C:34]([OH:37])([C:11]([F:14])([F:13])[F:12])=[O:35].[F:12][C:11]([F:14])([F:13])[C:9]1[CH:8]=[C:7]2[C:3]([CH:4]=[N:5][NH:6]2)=[C:2]([C:23]2[CH:31]=[CH:30][CH:29]=[C:28]3[C:24]=2[CH2:25][C:26](=[O:32])[NH:27]3)[CH:10]=1. The catalyst class is: 75. (2) The catalyst class is: 8. Reactant: [CH3:1][NH:2][C:3]([NH2:5])=[O:4].[C:6]([CH2:9][C:10](=O)[CH3:11])(=O)[CH3:7].S(=O)(=O)(O)O. Product: [CH3:1][N:2]1[C:6]([CH3:7])=[CH:9][C:10]([CH3:11])=[N:5][C:3]1=[O:4]. (3) Reactant: Cl[C:2]1[C:7]2[C:8]([C:17]3[CH:22]=[CH:21][C:20]([O:23][CH3:24])=[CH:19][CH:18]=3)=[C:9]([C:11]3[CH:16]=[CH:15][CH:14]=[CH:13][CH:12]=3)[O:10][C:6]=2[CH:5]=[CH:4][N:3]=1.[NH2:25][CH2:26][C:27]([CH3:31])([CH3:30])[CH2:28][OH:29].C(N(C(C)C)CC)(C)C.[Cl-].[Na+]. Product: [CH3:24][O:23][C:20]1[CH:21]=[CH:22][C:17]([C:8]2[C:7]3[C:2]([NH:25][CH2:26][C:27]([CH3:31])([CH3:30])[CH2:28][OH:29])=[N:3][CH:4]=[CH:5][C:6]=3[O:10][C:9]=2[C:11]2[CH:16]=[CH:15][CH:14]=[CH:13][CH:12]=2)=[CH:18][CH:19]=1. The catalyst class is: 18. (4) Reactant: [C:1]([O:5][C:6]([N:8]1[CH2:13][CH2:12][CH:11]([C:14]2[C:19]([NH2:20])=[CH:18][CH:17]=[C:16](Br)[N:15]=2)[CH2:10][CH2:9]1)=[O:7])([CH3:4])([CH3:3])[CH3:2].[CH2:22](C([Sn])=C(CCCC)CCCC)[CH2:23]CC. Product: [C:1]([O:5][C:6]([N:8]1[CH2:13][CH2:12][CH:11]([C:14]2[C:19]([NH2:20])=[CH:18][CH:17]=[C:16]([CH:22]=[CH2:23])[N:15]=2)[CH2:10][CH2:9]1)=[O:7])([CH3:4])([CH3:3])[CH3:2]. The catalyst class is: 109.